Dataset: Forward reaction prediction with 1.9M reactions from USPTO patents (1976-2016). Task: Predict the product of the given reaction. (1) The product is: [OH:1][CH:5]=[CH:4][C:3]1[CH:5]=[CH:4][CH:3]=[CH:2][CH:2]=1. Given the reactants [O:1]1[CH2:5][CH2:4][CH2:3][CH2:2]1, predict the reaction product. (2) Given the reactants [Br:1][C:2]1[CH:3]=[CH:4][C:5]2[N:6]([C:8]([C:11]3[CH:16]=[CH:15][CH:14]=[CH:13][C:12]=3[S:17][CH2:18][CH2:19][OH:20])=[N:9][N:10]=2)[CH:7]=1.N1C=CN=C1.CN(C1C=CC=CN=1)C.Cl[Si:36]([CH:43]([CH3:45])[CH3:44])([CH:40]([CH3:42])[CH3:41])[CH:37]([CH3:39])[CH3:38], predict the reaction product. The product is: [Br:1][C:2]1[CH:3]=[CH:4][C:5]2[N:6]([C:8]([C:11]3[CH:16]=[CH:15][CH:14]=[CH:13][C:12]=3[S:17][CH2:18][CH2:19][O:20][Si:36]([CH:43]([CH3:45])[CH3:44])([CH:40]([CH3:42])[CH3:41])[CH:37]([CH3:39])[CH3:38])=[N:9][N:10]=2)[CH:7]=1. (3) Given the reactants Cl.Cl.C(OC([NH:13][C@H:14]([C:41]([OH:43])=[O:42])[CH2:15][N:16]1[CH:21]=[C:20]([CH3:22])[C:19]([N:23]2[CH2:28][CH2:27][CH:26]([CH2:29][NH:30][C:31]3[NH2+:35][C:34]4[CH:36]=[CH:37][CH:38]=[CH:39][C:33]=4[N:32]=3)[CH2:25][CH2:24]2)=[N:18][C:17]1=[O:40])=O)C1C=CC=CC=1.C([O-])(=O)C.Br.C(Cl)Cl.CO, predict the reaction product. The product is: [NH2:13][C@@H:14]([CH2:15][N:16]1[CH:21]=[C:20]([CH3:22])[C:19]([N:23]2[CH2:28][CH2:27][CH:26]([CH2:29][NH:30][C:31]3[NH:35][C:34]4[CH:36]=[CH:37][CH:38]=[CH:39][C:33]=4[N:32]=3)[CH2:25][CH2:24]2)=[N:18][C:17]1=[O:40])[C:41]([OH:43])=[O:42]. (4) Given the reactants [Cl:1][C:2]1[CH:7]=[C:6]([Cl:8])[N:5]=[C:4]([S:9]([CH3:12])(=O)=O)[N:3]=1.[Cl:13][C:14]1[CH:29]=[CH:28][CH:27]=[CH:26][C:15]=1[C:16]([NH:18][C:19]1[CH:24]=[CH:23]C(S)=[CH:21][CH:20]=1)=[O:17].C(#N)C.C(N(CC)CC)C, predict the reaction product. The product is: [Cl:13][C:14]1[CH:29]=[CH:28][CH:27]=[CH:26][C:15]=1[C:16]([NH:18][C:19]1[CH:20]=[CH:21][C:12]([S:9][C:4]2[N:3]=[C:2]([Cl:1])[CH:7]=[C:6]([Cl:8])[N:5]=2)=[CH:23][CH:24]=1)=[O:17]. (5) Given the reactants [F:1][C:2]1[CH:7]=[C:6]([O:8][CH3:9])[CH:5]=[CH:4][C:3]=1[O:10][CH3:11].[Li]CCCC.CCCCCC.CN(C)[CH:25]=[O:26], predict the reaction product. The product is: [F:1][C:2]1[C:3]([O:10][CH3:11])=[CH:4][CH:5]=[C:6]([O:8][CH3:9])[C:7]=1[CH:25]=[O:26].